From a dataset of Catalyst prediction with 721,799 reactions and 888 catalyst types from USPTO. Predict which catalyst facilitates the given reaction. (1) Reactant: [CH2:1]([O:4][C:5]([CH2:7][C:8]1[CH:9]=[C:10]([S:14]([N:17]=[C:18]=[O:19])(=[O:16])=[O:15])[CH:11]=[CH:12][CH:13]=1)=[O:6])[CH:2]=[CH2:3].[Cl:20][C:21]1[CH:22]=[C:23]([NH2:30])[C:24](=[CH:28][CH:29]=1)[C:25](O)=[O:26].O. Product: [CH2:1]([O:4][C:5]([CH2:7][C:8]1[CH:9]=[C:10]([S:14]([N:17]2[C:25](=[O:26])[C:24]3[C:23](=[CH:22][C:21]([Cl:20])=[CH:29][CH:28]=3)[NH:30][C:18]2=[O:19])(=[O:16])=[O:15])[CH:11]=[CH:12][CH:13]=1)=[O:6])[CH:2]=[CH2:3]. The catalyst class is: 1. (2) Reactant: [C:1](Cl)(=O)C.[Br:5][CH2:6][CH2:7][CH2:8][CH2:9][CH2:10][C:11]([OH:13])=[O:12]. Product: [CH3:1][O:12][C:11](=[O:13])[CH2:10][CH2:9][CH2:8][CH2:7][CH2:6][Br:5]. The catalyst class is: 5. (3) Reactant: [CH3:1][C:2]1[CH:7]=[CH:6][N:5]=[C:4]([C:8]([O-])=[O:9])[N:3]=1.[BH4-].[Na+]. Product: [CH3:1][C:2]1[CH:7]=[CH:6][N:5]=[C:4]([CH2:8][OH:9])[N:3]=1. The catalyst class is: 14. (4) Reactant: [NH2:1][C:2]1[CH:3]=[C:4]([C:14]([CH3:17])([CH3:16])[CH3:15])[N:5](C(OC(C)(C)C)=O)[N:6]=1.[Cl:18][C:19]1[CH:20]=[C:21]([N:26]=[C:27]=[O:28])[CH:22]=[CH:23][C:24]=1[Cl:25]. Product: [C:14]([C:4]1[CH:3]=[C:2]([NH:1][C:27]([NH:26][C:21]2[CH:22]=[CH:23][C:24]([Cl:25])=[C:19]([Cl:18])[CH:20]=2)=[O:28])[NH:6][N:5]=1)([CH3:15])([CH3:16])[CH3:17]. The catalyst class is: 11. (5) Reactant: Cl.Cl[CH2:3][C:4]1[CH:9]=[CH:8][N:7]=[CH:6][CH:5]=1.[Cl:10][C:11]1[CH:16]=[CH:15][C:14]([S:17]([O-:19])=[O:18])=[CH:13][CH:12]=1.[Na+].C([O-])(=O)C.[K+]. Product: [Cl:10][C:11]1[CH:16]=[CH:15][C:14]([S:17]([CH2:3][C:4]2[CH:9]=[CH:8][N:7]=[CH:6][CH:5]=2)(=[O:19])=[O:18])=[CH:13][CH:12]=1. The catalyst class is: 259.